Dataset: Forward reaction prediction with 1.9M reactions from USPTO patents (1976-2016). Task: Predict the product of the given reaction. (1) Given the reactants [F:1][C:2]1[CH:7]=[C:6](B(O)O)[CH:5]=[CH:4][N:3]=1.Br[C:12]1[CH:38]=[CH:37][C:15]2[N:16]([C:19]3[S:23][C:22]([C:24]([NH2:26])=[O:25])=[C:21]([O:27][C@@H:28]([C:30]4[CH:35]=[CH:34][CH:33]=[CH:32][C:31]=4[Cl:36])[CH3:29])[CH:20]=3)[CH:17]=[N:18][C:14]=2[CH:13]=1.C(=O)([O-])[O-].[Na+].[Na+], predict the reaction product. The product is: [Cl:36][C:31]1[CH:32]=[CH:33][CH:34]=[CH:35][C:30]=1[C@H:28]([O:27][C:21]1[CH:20]=[C:19]([N:16]2[C:15]3[CH:37]=[CH:38][C:12]([C:6]4[CH:5]=[CH:4][N:3]=[C:2]([F:1])[CH:7]=4)=[CH:13][C:14]=3[N:18]=[CH:17]2)[S:23][C:22]=1[C:24]([NH2:26])=[O:25])[CH3:29]. (2) Given the reactants Cl.[C:2]1([CH:8]2[C:15](=[O:16])[N:14]3[CH:9]2[CH2:10][CH2:11][CH2:12][CH2:13]3)[CH:7]=[CH:6][CH:5]=[CH:4][CH:3]=1.[CH3:17][OH:18], predict the reaction product. The product is: [CH3:17][O:18][C:15]([CH:8]([CH:9]1[NH:14][CH2:13][CH2:12][CH2:11][CH2:10]1)[C:2]1[CH:7]=[CH:6][CH:5]=[CH:4][CH:3]=1)=[O:16]. (3) The product is: [CH3:36][C:31]1[C:30]([CH2:29][N:22]2[CH2:21][C@@H:20]([CH3:25])[N:16]3[C:17]4[CH:18]=[CH:19][C:11]([O:10][CH:7]5[CH2:8][CH2:9][N:4]([CH:1]([CH3:3])[CH3:2])[CH2:5][CH2:6]5)=[CH:12][C:13]=4[CH:14]=[C:15]3[C:23]2=[O:24])=[C:34]([CH3:35])[O:33][N:32]=1. Given the reactants [CH:1]([N:4]1[CH2:9][CH2:8][CH:7]([O:10][C:11]2[CH:19]=[CH:18][C:17]3[N:16]4[C@H:20]([CH3:25])[CH2:21][NH:22][C:23](=[O:24])[C:15]4=[CH:14][C:13]=3[CH:12]=2)[CH2:6][CH2:5]1)([CH3:3])[CH3:2].[H-].[Na+].Cl[CH2:29][C:30]1[C:31]([CH3:36])=[N:32][O:33][C:34]=1[CH3:35], predict the reaction product. (4) Given the reactants C(N(C(C)C)C(C)C)C.[CH3:10][C:11]([OH:50])([C:13]1[CH:14]=[CH:15][CH:16]=[CH:17][C:18]=1[CH2:19][CH2:20][C@@H:21](SCC1(CC([O-])=O)CC1)[C:22]1[CH:23]=[CH:24][CH:25]=[C:26](/[CH:28]=[CH:29]/[C:30]2[CH:31]=[CH:32][C:33]3[CH:34]=[CH:35][C:36]([Cl:40])=[CH:37][C:38]=3[N:39]=2)[CH:27]=1)[CH3:12].[Na+].[CH3:52][S:53](Cl)(=[O:55])=[O:54].C(#N)C.[O:60]1CCCC1, predict the reaction product. The product is: [Cl:40][C:36]1[CH:37]=[C:38]2[C:33]([CH:32]=[CH:31][C:30](/[CH:29]=[CH:28]/[C:26]3[CH:27]=[C:22]([C@@H:21]([O:54][S:53]([CH3:52])(=[O:55])=[O:60])[CH2:20][CH2:19][C:18]4[CH:17]=[CH:16][CH:15]=[CH:14][C:13]=4[C:11]([OH:50])([CH3:12])[CH3:10])[CH:23]=[CH:24][CH:25]=3)=[N:39]2)=[CH:34][CH:35]=1. (5) Given the reactants [N:1]1([CH2:6][CH2:7][O:8][CH2:9][CH:10]2[CH2:15][CH2:14][NH:13][CH2:12][CH2:11]2)[CH2:5][CH2:4][CH2:3][CH2:2]1.C(N(CC)CC)C.Cl[C:24]1[C:25]2[C:35]([C:36]3[CH:41]=[CH:40][CH:39]=[CH:38][C:37]=3[O:42][CH3:43])=[CH:34][S:33][C:26]=2[N:27]=[C:28]([CH:30]2[CH2:32][CH2:31]2)[N:29]=1, predict the reaction product. The product is: [CH:30]1([C:28]2[N:29]=[C:24]([N:13]3[CH2:14][CH2:15][CH:10]([CH2:9][O:8][CH2:7][CH2:6][N:1]4[CH2:5][CH2:4][CH2:3][CH2:2]4)[CH2:11][CH2:12]3)[C:25]3[C:35]([C:36]4[CH:41]=[CH:40][CH:39]=[CH:38][C:37]=4[O:42][CH3:43])=[CH:34][S:33][C:26]=3[N:27]=2)[CH2:32][CH2:31]1. (6) Given the reactants Cl[C:2]1[N:7]=[C:6]([NH:8][C:9]2[CH:14]=[CH:13][C:12]3[O:15][CH2:16][CH2:17][O:18][C:11]=3[CH:10]=2)[C:5]([F:19])=[CH:4][N:3]=1.[NH2:20][N:21]1[CH:25]=[CH:24][CH:23]=[CH:22]1, predict the reaction product. The product is: [CH2:17]1[CH2:16][O:15][C:12]2[CH:13]=[CH:14][C:9]([NH:8][C:6]3[C:5]([F:19])=[CH:4][N:3]=[C:2]([NH:20][N:21]4[CH:25]=[CH:24][CH:23]=[CH:22]4)[N:7]=3)=[CH:10][C:11]=2[O:18]1. (7) Given the reactants [F:1][C:2]1[CH:7]=[CH:6][C:5]([C@H:8]2[CH2:10][O:9]2)=[CH:4][CH:3]=1.[Br:11][C:12]1[CH:13]=[C:14]([CH:16]=[CH:17][C:18]=1[Cl:19])[NH2:15].O, predict the reaction product. The product is: [Br:11][C:12]1[CH:13]=[C:14]([NH:15][C@H:8]([C:5]2[CH:6]=[CH:7][C:2]([F:1])=[CH:3][CH:4]=2)[CH2:10][OH:9])[CH:16]=[CH:17][C:18]=1[Cl:19].